From a dataset of NCI-60 drug combinations with 297,098 pairs across 59 cell lines. Regression. Given two drug SMILES strings and cell line genomic features, predict the synergy score measuring deviation from expected non-interaction effect. (1) Drug 1: CC1C(C(CC(O1)OC2CC(OC(C2O)C)OC3=CC4=CC5=C(C(=O)C(C(C5)C(C(=O)C(C(C)O)O)OC)OC6CC(C(C(O6)C)O)OC7CC(C(C(O7)C)O)OC8CC(C(C(O8)C)O)(C)O)C(=C4C(=C3C)O)O)O)O. Drug 2: CN(CCCl)CCCl.Cl. Cell line: NCI-H226. Synergy scores: CSS=35.5, Synergy_ZIP=6.76, Synergy_Bliss=7.86, Synergy_Loewe=-11.5, Synergy_HSA=-4.41. (2) Drug 1: C1=CC(=C2C(=C1NCCNCCO)C(=O)C3=C(C=CC(=C3C2=O)O)O)NCCNCCO. Drug 2: CC1C(C(CC(O1)OC2CC(CC3=C2C(=C4C(=C3O)C(=O)C5=C(C4=O)C(=CC=C5)OC)O)(C(=O)C)O)N)O.Cl. Cell line: DU-145. Synergy scores: CSS=61.4, Synergy_ZIP=-6.54, Synergy_Bliss=-8.08, Synergy_Loewe=-15.3, Synergy_HSA=-6.19.